Dataset: Forward reaction prediction with 1.9M reactions from USPTO patents (1976-2016). Task: Predict the product of the given reaction. (1) Given the reactants Cl[CH2:2][C:3]([N:5]1[CH2:10][C@H:9]([CH3:11])[N:8]([CH2:12][C:13]2[CH:18]=[CH:17][C:16]([F:19])=[CH:15][CH:14]=2)[CH2:7][C@H:6]1[CH3:20])=[O:4].[Cl:21][C:22]1[CH:23]=[CH:24][C:25]([OH:32])=[C:26]([CH:31]=1)[C:27]([O:29][CH3:30])=[O:28].C(=O)([O-])[O-].[K+].[K+].[I-].[K+], predict the reaction product. The product is: [CH3:30][O:29][C:27](=[O:28])[C:26]1[CH:31]=[C:22]([Cl:21])[CH:23]=[CH:24][C:25]=1[O:32][CH2:2][C:3]([N:5]1[CH2:10][C@H:9]([CH3:11])[N:8]([CH2:12][C:13]2[CH:18]=[CH:17][C:16]([F:19])=[CH:15][CH:14]=2)[CH2:7][C@H:6]1[CH3:20])=[O:4]. (2) Given the reactants [N+:1]([C:4]1[CH:9]=[CH:8][C:7]([N:10]2[C:18]3[CH:17]=[CH:16][N:15]=[C:14]([C:19]#N)[C:13]=3[N:12]=[CH:11]2)=[CH:6][CH:5]=1)([O-:3])=[O:2].[O:21]1CCOC[CH2:22]1.Cl.C[OH:29], predict the reaction product. The product is: [CH3:22][O:21][C:19]([C:14]1[C:13]2[N:12]=[CH:11][N:10]([C:7]3[CH:8]=[CH:9][C:4]([N+:1]([O-:3])=[O:2])=[CH:5][CH:6]=3)[C:18]=2[CH:17]=[CH:16][N:15]=1)=[O:29]. (3) Given the reactants Br[C:2]1[CH:10]=[CH:9][C:8]2[C:4](=[C:5]([CH3:14])[N:6]([CH:11]3[CH2:13][CH2:12]3)[N:7]=2)[CH:3]=1.[F:15][C:16]1[CH:30]=[CH:29][C:19]([CH2:20][O:21][C:22]2[CH:27]=[CH:26][NH:25][C:24](=[O:28])[CH:23]=2)=[CH:18][CH:17]=1.C(=O)([O-])[O-].[K+].[K+].CNCCNC.N, predict the reaction product. The product is: [CH:11]1([N:6]2[C:5]([CH3:14])=[C:4]3[C:8]([CH:9]=[CH:10][C:2]([N:25]4[CH:26]=[CH:27][C:22]([O:21][CH2:20][C:19]5[CH:29]=[CH:30][C:16]([F:15])=[CH:17][CH:18]=5)=[CH:23][C:24]4=[O:28])=[CH:3]3)=[N:7]2)[CH2:13][CH2:12]1. (4) Given the reactants [CH3:1][O:2][C:3]1[C:13]([O:14][CH3:15])=[C:12]([O:16][CH3:17])[CH:11]=[CH:10][C:4]=1[O:5][CH2:6][C:7](O)=[O:8], predict the reaction product. The product is: [CH3:17][O:16][C:12]1[C:13]([O:14][CH3:15])=[C:3]([O:2][CH3:1])[C:4]2[O:5][CH2:6][C:7](=[O:8])[C:10]=2[CH:11]=1. (5) Given the reactants Cl[C:2]1[N:7]=[C:6]([N:8]([CH2:17][CH2:18][CH2:19][C:20]([F:23])([F:22])[F:21])[C:9]2[CH:14]=[C:13]([CH3:15])[CH:12]=[CH:11][C:10]=2[F:16])[CH:5]=[CH:4][N:3]=1.[S:24]([NH2:34])(=[O:33])([C:26]1[CH:31]=[CH:30][C:29]([NH2:32])=[CH:28][CH:27]=1)=[O:25].CO, predict the reaction product. The product is: [S:24]([C:26]1[CH:31]=[CH:30][C:29]([NH:32][C:2]2[N:7]=[C:6]([N:8]([CH2:17][CH2:18][CH2:19][C:20]([F:23])([F:22])[F:21])[C:9]3[CH:14]=[C:13]([CH3:15])[CH:12]=[CH:11][C:10]=3[F:16])[CH:5]=[CH:4][N:3]=2)=[CH:28][CH:27]=1)(=[O:25])(=[O:33])[NH2:34].